From a dataset of NCI-60 drug combinations with 297,098 pairs across 59 cell lines. Regression. Given two drug SMILES strings and cell line genomic features, predict the synergy score measuring deviation from expected non-interaction effect. (1) Drug 1: CC(CN1CC(=O)NC(=O)C1)N2CC(=O)NC(=O)C2. Drug 2: CC1=C(C(=CC=C1)Cl)NC(=O)C2=CN=C(S2)NC3=CC(=NC(=N3)C)N4CCN(CC4)CCO. Cell line: SR. Synergy scores: CSS=54.9, Synergy_ZIP=1.05, Synergy_Bliss=1.02, Synergy_Loewe=2.40, Synergy_HSA=2.56. (2) Drug 1: CCN(CC)CCNC(=O)C1=C(NC(=C1C)C=C2C3=C(C=CC(=C3)F)NC2=O)C. Drug 2: C1CCC(C(C1)N)N.C(=O)(C(=O)[O-])[O-].[Pt+4]. Cell line: NCI-H522. Synergy scores: CSS=11.9, Synergy_ZIP=-1.17, Synergy_Bliss=-1.09, Synergy_Loewe=-9.24, Synergy_HSA=-2.79. (3) Drug 1: CCCS(=O)(=O)NC1=C(C(=C(C=C1)F)C(=O)C2=CNC3=C2C=C(C=N3)C4=CC=C(C=C4)Cl)F. Drug 2: CCC1=C2CN3C(=CC4=C(C3=O)COC(=O)C4(CC)O)C2=NC5=C1C=C(C=C5)O. Cell line: OVCAR3. Synergy scores: CSS=31.9, Synergy_ZIP=-0.882, Synergy_Bliss=-3.11, Synergy_Loewe=-39.9, Synergy_HSA=-3.77. (4) Drug 1: C1=NC2=C(N1)C(=S)N=CN2. Drug 2: COC1=C2C(=CC3=C1OC=C3)C=CC(=O)O2. Cell line: A498. Synergy scores: CSS=4.95, Synergy_ZIP=-0.656, Synergy_Bliss=2.21, Synergy_Loewe=-2.14, Synergy_HSA=-2.40. (5) Drug 1: C1CCC(CC1)NC(=O)N(CCCl)N=O. Drug 2: CC1C(C(CC(O1)OC2CC(CC3=C2C(=C4C(=C3O)C(=O)C5=CC=CC=C5C4=O)O)(C(=O)C)O)N)O. Cell line: NCI-H322M. Synergy scores: CSS=37.8, Synergy_ZIP=-2.00, Synergy_Bliss=-1.05, Synergy_Loewe=-34.4, Synergy_HSA=-1.41. (6) Drug 1: CC1CCC2CC(C(=CC=CC=CC(CC(C(=O)C(C(C(=CC(C(=O)CC(OC(=O)C3CCCCN3C(=O)C(=O)C1(O2)O)C(C)CC4CCC(C(C4)OC)O)C)C)O)OC)C)C)C)OC. Drug 2: C1CCC(C(C1)N)N.C(=O)(C(=O)[O-])[O-].[Pt+4]. Cell line: NCI-H460. Synergy scores: CSS=46.9, Synergy_ZIP=-4.41, Synergy_Bliss=-0.115, Synergy_Loewe=-6.62, Synergy_HSA=1.76. (7) Drug 1: C1=CC(=CC=C1CCCC(=O)O)N(CCCl)CCCl. Drug 2: B(C(CC(C)C)NC(=O)C(CC1=CC=CC=C1)NC(=O)C2=NC=CN=C2)(O)O. Cell line: HCC-2998. Synergy scores: CSS=-1.39, Synergy_ZIP=-6.29, Synergy_Bliss=-10.8, Synergy_Loewe=-11.5, Synergy_HSA=-11.5. (8) Drug 1: C1CCC(C1)C(CC#N)N2C=C(C=N2)C3=C4C=CNC4=NC=N3. Drug 2: CN(C)N=NC1=C(NC=N1)C(=O)N. Cell line: NCIH23. Synergy scores: CSS=6.65, Synergy_ZIP=-3.43, Synergy_Bliss=-6.28, Synergy_Loewe=-8.95, Synergy_HSA=-6.27.